The task is: Regression. Given two drug SMILES strings and cell line genomic features, predict the synergy score measuring deviation from expected non-interaction effect.. This data is from NCI-60 drug combinations with 297,098 pairs across 59 cell lines. Drug 1: CC1C(C(CC(O1)OC2CC(CC3=C2C(=C4C(=C3O)C(=O)C5=C(C4=O)C(=CC=C5)OC)O)(C(=O)CO)O)N)O.Cl. Drug 2: CC(CN1CC(=O)NC(=O)C1)N2CC(=O)NC(=O)C2. Cell line: KM12. Synergy scores: CSS=11.3, Synergy_ZIP=-2.50, Synergy_Bliss=7.31, Synergy_Loewe=-2.35, Synergy_HSA=3.87.